From a dataset of Reaction yield outcomes from USPTO patents with 853,638 reactions. Predict the reaction yield, written as a fraction of the theoretical maximum amount of product (1.0 means a 100% yield; for example, 0.34 means a 34% yield). The reactants are [O:1]1CCO[CH:2]1[C:6]1[CH:7]=[C:8]([C:12]2([OH:33])[C:16]3[CH:17]=[C:18]([NH:23][C:24](=[O:30])[CH2:25][C:26]([CH3:29])([CH3:28])[CH3:27])[C:19]([CH3:22])=[C:20]([CH3:21])[C:15]=3[O:14][C:13]2([CH3:32])[CH3:31])[CH:9]=[CH:10][CH:11]=1.O.C1(C)C=CC(S([O-])(=O)=O)=CC=1.[NH+]1C=CC=CC=1. The catalyst is CC(C)=O. The product is [CH:2]([C:6]1[CH:7]=[C:8]([C:12]2([OH:33])[C:16]3[CH:17]=[C:18]([NH:23][C:24](=[O:30])[CH2:25][C:26]([CH3:27])([CH3:28])[CH3:29])[C:19]([CH3:22])=[C:20]([CH3:21])[C:15]=3[O:14][C:13]2([CH3:32])[CH3:31])[CH:9]=[CH:10][CH:11]=1)=[O:1]. The yield is 0.720.